This data is from Full USPTO retrosynthesis dataset with 1.9M reactions from patents (1976-2016). The task is: Predict the reactants needed to synthesize the given product. (1) Given the product [C:18]([C:11]1[CH:10]=[CH:9][C:8]([O:25][CH2:26][C:27]2[CH:28]=[C:29]([CH:45]([OH:46])[C:44]3[CH:43]=[C:42]([C:39]4[NH:38][C:37](=[O:36])[O:41][N:40]=4)[CH:49]=[CH:48][CH:47]=3)[CH:30]=[CH:31][CH:32]=2)=[C:7]([Cl:6])[C:12]=1[OH:13])(=[O:20])[CH3:19], predict the reactants needed to synthesize it. The reactants are: C([Mg]Cl)(C)C.[Cl:6][C:7]1[C:12]([O:13][Si](C)(C)C)=[C:11]([C:18]([O:20][Si](C)(C)C)=[CH2:19])[CH:10]=[CH:9][C:8]=1[O:25][CH2:26][C:27]1[CH:32]=[CH:31][CH:30]=[C:29](I)[CH:28]=1.[H-].[Na+].[O:36]=[C:37]1[O:41][N:40]=[C:39]([C:42]2[CH:43]=[C:44]([CH:47]=[CH:48][CH:49]=2)[CH:45]=[O:46])[NH:38]1. (2) Given the product [Br:1][C:2]1[C:13](=[O:14])[N:12]([CH:15]2[CH2:16][CH2:17][CH2:18][CH2:19]2)[C:5]2[N:6]=[C:7]([S:10]([CH3:11])=[O:36])[N:8]=[CH:9][C:4]=2[CH:3]=1, predict the reactants needed to synthesize it. The reactants are: [Br:1][C:2]1[C:13](=[O:14])[N:12]([CH:15]2[CH2:19][CH2:18][CH2:17][CH2:16]2)[C:5]2[N:6]=[C:7]([S:10][CH3:11])[N:8]=[CH:9][C:4]=2[CH:3]=1.C1(N2C3N=C(S(C)=[O:36])N=CC=3C(C)=C(I)C2=O)CCCC1. (3) Given the product [CH:33]1([CH2:38][CH2:39][C:40]([N:42]=[C:43]=[S:44])=[O:41])[CH2:34][CH2:35][CH2:36][CH2:37]1.[CH:33]1([CH2:38][CH2:39][C:40]([NH:42][C:43]([NH:30][C:29]2[CH:31]=[CH:32][C:26]([O:25][C:16]3[C:15]4[C:20](=[CH:21][C:22]([O:23][CH3:24])=[C:13]([O:12][CH3:11])[CH:14]=4)[N:19]=[CH:18][N:17]=3)=[CH:27][CH:28]=2)=[S:44])=[O:41])[CH2:34][CH2:35][CH2:36][CH2:37]1, predict the reactants needed to synthesize it. The reactants are: C1(CCC(Cl)=O)CCCC1.[CH3:11][O:12][C:13]1[CH:14]=[C:15]2[C:20](=[CH:21][C:22]=1[O:23][CH3:24])[N:19]=[CH:18][N:17]=[C:16]2[O:25][C:26]1[CH:32]=[CH:31][C:29]([NH2:30])=[CH:28][CH:27]=1.[CH:33]1([CH2:38][CH2:39][C:40]([N:42]=[C:43]=[S:44])=[O:41])[CH2:37][CH2:36][CH2:35][CH2:34]1. (4) Given the product [ClH:1].[CH2:19]([N:2]1[CH2:7][CH2:6][CH:5]([CH2:8][CH2:9][C:10]([OH:12])=[O:11])[CH2:4][CH2:3]1)[C:20]1[CH:25]=[CH:24][CH:23]=[CH:22][CH:21]=1, predict the reactants needed to synthesize it. The reactants are: [ClH:1].[NH:2]1[CH2:7][CH2:6][CH:5]([CH2:8][CH2:9][C:10]([OH:12])=[O:11])[CH2:4][CH2:3]1.C([O-])([O-])=O.[K+].[K+].[CH2:19](Br)[C:20]1[CH:25]=[CH:24][CH:23]=[CH:22][CH:21]=1. (5) Given the product [CH2:14]([CH:12]1[C:13]2[CH2:1][CH2:2][CH2:3][CH2:4][C:5]=2[C:6]2[C:11]1=[CH:10][CH:9]=[CH:8][CH:7]=2)[CH3:15], predict the reactants needed to synthesize it. The reactants are: [CH2:1]1[C:13]2[CH2:12][C:11]3[C:6](=[CH:7][CH:8]=[CH:9][CH:10]=3)[C:5]=2[CH2:4][CH2:3][CH2:2]1.[CH2:14]([Li])[CH2:15]CC.C(Br)C. (6) Given the product [C:1]1([S:7]([N:10]2[C:14]3=[N:15][CH:16]=[CH:17][CH:18]=[C:13]3[C:12]([CH2:19][C:20]3[CH:21]=[CH:22][C:23]([NH:26][CH2:30][C:29]4[C:32]([F:36])=[CH:33][CH:34]=[CH:35][C:28]=4[Cl:27])=[N:24][CH:25]=3)=[CH:11]2)(=[O:9])=[O:8])[CH:6]=[CH:5][CH:4]=[CH:3][CH:2]=1, predict the reactants needed to synthesize it. The reactants are: [C:1]1([S:7]([N:10]2[C:14]3=[N:15][CH:16]=[CH:17][CH:18]=[C:13]3[C:12]([CH2:19][C:20]3[CH:21]=[CH:22][C:23]([NH2:26])=[N:24][CH:25]=3)=[CH:11]2)(=[O:9])=[O:8])[CH:6]=[CH:5][CH:4]=[CH:3][CH:2]=1.[Cl:27][C:28]1[CH:35]=[CH:34][CH:33]=[C:32]([F:36])[C:29]=1[CH:30]=O.C([BH3-])#N.